Regression. Given two drug SMILES strings and cell line genomic features, predict the synergy score measuring deviation from expected non-interaction effect. From a dataset of NCI-60 drug combinations with 297,098 pairs across 59 cell lines. (1) Drug 1: C1=CC=C(C=C1)NC(=O)CCCCCCC(=O)NO. Drug 2: C(=O)(N)NO. Cell line: 786-0. Synergy scores: CSS=6.91, Synergy_ZIP=-0.383, Synergy_Bliss=1.66, Synergy_Loewe=-3.00, Synergy_HSA=0.673. (2) Drug 1: C1CCC(C1)C(CC#N)N2C=C(C=N2)C3=C4C=CNC4=NC=N3. Drug 2: CC1=C2C(C(=O)C3(C(CC4C(C3C(C(C2(C)C)(CC1OC(=O)C(C(C5=CC=CC=C5)NC(=O)OC(C)(C)C)O)O)OC(=O)C6=CC=CC=C6)(CO4)OC(=O)C)OC)C)OC. Cell line: IGROV1. Synergy scores: CSS=39.2, Synergy_ZIP=3.78, Synergy_Bliss=5.27, Synergy_Loewe=-5.71, Synergy_HSA=7.79. (3) Drug 1: CNC(=O)C1=NC=CC(=C1)OC2=CC=C(C=C2)NC(=O)NC3=CC(=C(C=C3)Cl)C(F)(F)F. Drug 2: CN(C(=O)NC(C=O)C(C(C(CO)O)O)O)N=O. Cell line: EKVX. Synergy scores: CSS=4.00, Synergy_ZIP=0.589, Synergy_Bliss=2.32, Synergy_Loewe=0.489, Synergy_HSA=1.61. (4) Drug 1: C1CCC(C(C1)N)N.C(=O)(C(=O)[O-])[O-].[Pt+4]. Drug 2: C(CCl)NC(=O)N(CCCl)N=O. Cell line: MDA-MB-435. Synergy scores: CSS=27.1, Synergy_ZIP=-9.07, Synergy_Bliss=-5.78, Synergy_Loewe=-10.2, Synergy_HSA=-1.92. (5) Drug 1: CC1=C(N=C(N=C1N)C(CC(=O)N)NCC(C(=O)N)N)C(=O)NC(C(C2=CN=CN2)OC3C(C(C(C(O3)CO)O)O)OC4C(C(C(C(O4)CO)O)OC(=O)N)O)C(=O)NC(C)C(C(C)C(=O)NC(C(C)O)C(=O)NCCC5=NC(=CS5)C6=NC(=CS6)C(=O)NCCC[S+](C)C)O. Drug 2: CC12CCC3C(C1CCC2OP(=O)(O)O)CCC4=C3C=CC(=C4)OC(=O)N(CCCl)CCCl.[Na+]. Cell line: DU-145. Synergy scores: CSS=35.5, Synergy_ZIP=-2.58, Synergy_Bliss=2.45, Synergy_Loewe=-20.2, Synergy_HSA=4.06. (6) Drug 1: CCC1(CC2CC(C3=C(CCN(C2)C1)C4=CC=CC=C4N3)(C5=C(C=C6C(=C5)C78CCN9C7C(C=CC9)(C(C(C8N6C=O)(C(=O)OC)O)OC(=O)C)CC)OC)C(=O)OC)O.OS(=O)(=O)O. Drug 2: C1=NNC2=C1C(=O)NC=N2. Cell line: 786-0. Synergy scores: CSS=0.406, Synergy_ZIP=0.644, Synergy_Bliss=1.91, Synergy_Loewe=-1.36, Synergy_HSA=-0.879.